This data is from Catalyst prediction with 721,799 reactions and 888 catalyst types from USPTO. The task is: Predict which catalyst facilitates the given reaction. Reactant: [Si]([O:8][CH2:9][C@@H:10]1[C@@H:14]([O:15][Si:16]([CH:23]([CH3:25])[CH3:24])([CH:20]([CH3:22])[CH3:21])[CH:17]([CH3:19])[CH3:18])[CH2:13][C@H:12]([NH:26][C:27]2[C:32]([C:33]([C:35]3[O:36][CH:37]=[C:38]([CH2:40][O:41][Si:42]([CH:49]([CH3:51])[CH3:50])([CH:46]([CH3:48])[CH3:47])[CH:43]([CH3:45])[CH3:44])[CH:39]=3)=[O:34])=[CH:31][N:30]=[CH:29][N:28]=2)[CH2:11]1)(C(C)(C)C)(C)C.Cl.C([O-])(O)=O.[Na+]. Product: [OH:8][CH2:9][C@@H:10]1[C@@H:14]([O:15][Si:16]([CH:17]([CH3:19])[CH3:18])([CH:23]([CH3:25])[CH3:24])[CH:20]([CH3:22])[CH3:21])[CH2:13][C@H:12]([NH:26][C:27]2[C:32]([C:33]([C:35]3[O:36][CH:37]=[C:38]([CH2:40][O:41][Si:42]([CH:43]([CH3:45])[CH3:44])([CH:46]([CH3:48])[CH3:47])[CH:49]([CH3:51])[CH3:50])[CH:39]=3)=[O:34])=[CH:31][N:30]=[CH:29][N:28]=2)[CH2:11]1. The catalyst class is: 14.